Dataset: NCI-60 drug combinations with 297,098 pairs across 59 cell lines. Task: Regression. Given two drug SMILES strings and cell line genomic features, predict the synergy score measuring deviation from expected non-interaction effect. (1) Drug 1: C1=CC(=CC=C1CCCC(=O)O)N(CCCl)CCCl. Drug 2: COC1=NC(=NC2=C1N=CN2C3C(C(C(O3)CO)O)O)N. Cell line: MDA-MB-231. Synergy scores: CSS=17.9, Synergy_ZIP=3.41, Synergy_Bliss=9.17, Synergy_Loewe=-7.25, Synergy_HSA=-0.355. (2) Drug 1: C1=CN(C(=O)N=C1N)C2C(C(C(O2)CO)O)O.Cl. Drug 2: C1=CN(C=N1)CC(O)(P(=O)(O)O)P(=O)(O)O. Cell line: SK-OV-3. Synergy scores: CSS=27.0, Synergy_ZIP=-7.95, Synergy_Bliss=-2.29, Synergy_Loewe=-11.4, Synergy_HSA=-1.58. (3) Drug 1: C1CCC(CC1)NC(=O)N(CCCl)N=O. Drug 2: C1=CN(C(=O)N=C1N)C2C(C(C(O2)CO)O)O.Cl. Cell line: HCT116. Synergy scores: CSS=55.0, Synergy_ZIP=0.261, Synergy_Bliss=0.745, Synergy_Loewe=-3.22, Synergy_HSA=5.62. (4) Drug 1: CCCS(=O)(=O)NC1=C(C(=C(C=C1)F)C(=O)C2=CNC3=C2C=C(C=N3)C4=CC=C(C=C4)Cl)F. Drug 2: CC(C)(C#N)C1=CC(=CC(=C1)CN2C=NC=N2)C(C)(C)C#N. Cell line: KM12. Synergy scores: CSS=1.32, Synergy_ZIP=0.953, Synergy_Bliss=0.609, Synergy_Loewe=-3.63, Synergy_HSA=-2.58.